This data is from Reaction yield outcomes from USPTO patents with 853,638 reactions. The task is: Predict the reaction yield, written as a fraction of the theoretical maximum amount of product (1.0 means a 100% yield; for example, 0.34 means a 34% yield). (1) The reactants are S(Cl)(Cl)=O.[N:5]1[CH:10]=[CH:9][C:8]([C:11]2[CH:19]=[CH:18][C:14]([C:15]([O-:17])=[O:16])=[CH:13][CH:12]=2)=[CH:7][CH:6]=1.[Na+].[CH3:21]O. No catalyst specified. The product is [N:5]1[CH:10]=[CH:9][C:8]([C:11]2[CH:19]=[CH:18][C:14]([C:15]([O:17][CH3:21])=[O:16])=[CH:13][CH:12]=2)=[CH:7][CH:6]=1. The yield is 0.860. (2) The reactants are Cl.[NH2:2][C@@H:3]([CH2:8][CH2:9][NH:10][C:11]([O:13][C:14]([CH3:17])([CH3:16])[CH3:15])=[O:12])[C:4]([O:6][CH3:7])=[O:5].[C:18]1([CH:24]([C:35]2[CH:40]=[CH:39][CH:38]=[CH:37][CH:36]=2)[N:25]2[CH:30]=[CH:29][CH:28]=[C:27]([C:31](O)=[O:32])[C:26]2=[O:34])[CH:23]=[CH:22][CH:21]=[CH:20][CH:19]=1.CN(C(ON1N=NC2C=CC=CC1=2)=[N+](C)C)C.F[P-](F)(F)(F)(F)F.CCN(C(C)C)C(C)C. The catalyst is CN(C=O)C.CCOC(C)=O. The product is [C:14]([O:13][C:11]([NH:10][CH2:9][CH2:8][C@H:3]([NH:2][C:31]([C:27]1[C:26](=[O:34])[N:25]([CH:24]([C:18]2[CH:23]=[CH:22][CH:21]=[CH:20][CH:19]=2)[C:35]2[CH:36]=[CH:37][CH:38]=[CH:39][CH:40]=2)[CH:30]=[CH:29][CH:28]=1)=[O:32])[C:4]([O:6][CH3:7])=[O:5])=[O:12])([CH3:17])([CH3:16])[CH3:15]. The yield is 0.750. (3) The reactants are [Cl:1][CH2:2][CH2:3][O:4][C:5]1[CH:12]=[CH:11][C:8]([CH2:9]O)=[CH:7][CH:6]=1.S(Br)([Br:15])=O. The yield is 0.580. The product is [Cl:1][CH2:2][CH2:3][O:4][C:5]1[CH:12]=[CH:11][C:8]([CH2:9][Br:15])=[CH:7][CH:6]=1. The catalyst is O1CCOCC1.CCOCC. (4) The reactants are [CH3:1][C@@H:2]1[NH:7][CH2:6][CH2:5][N:4]([C:8]2[CH:13]=[CH:12][C:11]([S:14]([NH:17][C:18]3[S:19][CH:20]=[CH:21][N:22]=3)(=[O:16])=[O:15])=[CH:10][CH:9]=2)[CH2:3]1.[F:23][C:24]1[CH:25]=[C:26]2[C:30](=[CH:31][CH:32]=1)[N:29]([CH2:33][C:34](O)=[O:35])[CH:28]=[CH:27]2.CN(C(ON1N=NC2C=CC=NC1=2)=[N+](C)C)C.F[P-](F)(F)(F)(F)F.C(=O)(O)[O-].[Na+].Cl.S1C(N)=NC=N1. No catalyst specified. The product is [F:23][C:24]1[CH:25]=[C:26]2[C:30](=[CH:31][CH:32]=1)[N:29]([CH2:33][C:34]([N:7]1[CH2:6][CH2:5][N:4]([C:8]3[CH:13]=[CH:12][C:11]([S:14]([NH:17][C:18]4[S:19][CH:20]=[CH:21][N:22]=4)(=[O:15])=[O:16])=[CH:10][CH:9]=3)[CH2:3][C@@H:2]1[CH3:1])=[O:35])[CH:28]=[CH:27]2. The yield is 0.530. (5) The reactants are [OH:1][CH2:2][C:3]1[CH:8]=[CH:7][CH:6]=[CH:5][C:4]=1[NH:9][S:10]([CH3:13])(=[O:12])=[O:11]. The catalyst is ClCCl.[O-2].[O-2].[Mn+4]. The product is [CH:2]([C:3]1[CH:8]=[CH:7][CH:6]=[CH:5][C:4]=1[NH:9][S:10]([CH3:13])(=[O:12])=[O:11])=[O:1]. The yield is 0.780. (6) The reactants are Cl[C:2]1[N:7]=[C:6]([NH:8][C:9]2[CH:10]=[C:11]([N:15]([CH3:20])[C:16](=[O:19])[CH:17]=[CH2:18])[CH:12]=[CH:13][CH:14]=2)[C:5]([N+:21]([O-:23])=[O:22])=[CH:4][N:3]=1.[CH3:24][O:25][CH2:26][CH2:27][O:28][C:29]1[CH:35]=[CH:34][C:32]([NH2:33])=[CH:31][CH:30]=1. The catalyst is CCCCO.Cl. The product is [CH3:24][O:25][CH2:26][CH2:27][O:28][C:29]1[CH:35]=[CH:34][C:32]([NH:33][C:2]2[N:7]=[C:6]([NH:8][C:9]3[CH:10]=[C:11]([N:15]([CH3:20])[C:16](=[O:19])[CH:17]=[CH2:18])[CH:12]=[CH:13][CH:14]=3)[C:5]([N+:21]([O-:23])=[O:22])=[CH:4][N:3]=2)=[CH:31][CH:30]=1. The yield is 0.410. (7) The catalyst is O1CCOCC1.O.C(Cl)Cl.[Cl-].[Na+].O. The reactants are [CH2:1]([C@H:8]1[C@@H:12]([CH:13]2[CH2:17][C@@H:16]([O:18][CH2:19][C:20]3[CH:25]=[CH:24][CH:23]=[CH:22][CH:21]=3)[CH2:15][N:14]2[C:26]([O:28][C:29]([CH3:32])([CH3:31])[CH3:30])=[O:27])[O:11]C(=O)[NH:9]1)[C:2]1[CH:7]=[CH:6][CH:5]=[CH:4][CH:3]=1. The yield is 0.430. The product is [NH2:9][C@@H:8]([CH2:1][C:2]1[CH:3]=[CH:4][CH:5]=[CH:6][CH:7]=1)[C@@H:12]([C@H:13]1[CH2:17][C@@H:16]([O:18][CH2:19][C:20]2[CH:25]=[CH:24][CH:23]=[CH:22][CH:21]=2)[CH2:15][N:14]1[C:26]([O:28][C:29]([CH3:30])([CH3:31])[CH3:32])=[O:27])[OH:11]. (8) The reactants are [NH:1]1[C:9]2[C:4](=[CH:5][CH:6]=[CH:7][N:8]=2)[CH:3]=[CH:2]1.[H-].[Na+].Cl[CH2:13][O:14][CH2:15][CH2:16][Si:17]([CH3:20])([CH3:19])[CH3:18]. The catalyst is CN(C)C=O. The yield is 1.00. The product is [CH3:18][Si:17]([CH3:20])([CH3:19])[CH2:16][CH2:15][O:14][CH2:13][N:1]1[C:9]2=[N:8][CH:7]=[CH:6][CH:5]=[C:4]2[CH:3]=[CH:2]1. (9) The reactants are [Mg].Br[C:3]1[S:4][CH:5]=[CH:6][C:7]=1[CH2:8][CH2:9][CH2:10][CH2:11][CH2:12][CH2:13][CH2:14][CH2:15][CH2:16][CH2:17][CH2:18][CH3:19].[CH2:20]([Sn:24](Cl)([CH2:29][CH2:30][CH2:31][CH3:32])[CH2:25][CH2:26][CH2:27][CH3:28])[CH2:21][CH2:22][CH3:23].O. The catalyst is C1COCC1. The product is [CH2:29]([Sn:24]([CH2:20][CH2:21][CH2:22][CH3:23])([CH2:25][CH2:26][CH2:27][CH3:28])[C:3]1[S:4][CH:5]=[CH:6][C:7]=1[CH2:8][CH2:9][CH2:10][CH2:11][CH2:12][CH2:13][CH2:14][CH2:15][CH2:16][CH2:17][CH2:18][CH3:19])[CH2:30][CH2:31][CH3:32]. The yield is 0.950.